Dataset: Full USPTO retrosynthesis dataset with 1.9M reactions from patents (1976-2016). Task: Predict the reactants needed to synthesize the given product. (1) Given the product [N:1]1[CH:6]=[CH:5][CH:4]=[CH:3][C:2]=1[C:7]1[CH:43]=[CH:42][C:10]([C:11]([NH:13][CH2:14][CH2:15][O:16][C:17]2[CH:18]=[CH:19][C:20]([CH2:23][CH:24]([O:30][C:31]3[CH:32]=[CH:33][C:34]([O:37][C:38]([F:39])([F:40])[F:41])=[CH:35][CH:36]=3)[C:25]([OH:27])=[O:26])=[CH:21][CH:22]=2)=[O:12])=[CH:9][CH:8]=1, predict the reactants needed to synthesize it. The reactants are: [N:1]1[CH:6]=[CH:5][CH:4]=[CH:3][C:2]=1[C:7]1[CH:43]=[CH:42][C:10]([C:11]([NH:13][CH2:14][CH2:15][O:16][C:17]2[CH:22]=[CH:21][C:20]([CH2:23][CH:24]([O:30][C:31]3[CH:36]=[CH:35][C:34]([O:37][C:38]([F:41])([F:40])[F:39])=[CH:33][CH:32]=3)[C:25]([O:27]CC)=[O:26])=[CH:19][CH:18]=2)=[O:12])=[CH:9][CH:8]=1.[OH-].[Na+]. (2) Given the product [F:1][C:2]1[CH:25]=[CH:24][CH:23]=[C:22]([F:26])[C:3]=1[CH2:4][O:5][C:6]1[C:7]2[N:8]([C:13]([C:17]3[CH:21]=[N:20][N:19]([CH2:39][C:40]([CH3:45])([N+:42]([O-:44])=[O:43])[CH3:41])[CH:18]=3)=[C:14]([CH3:16])[N:15]=2)[CH:9]=[C:10]([CH3:12])[CH:11]=1, predict the reactants needed to synthesize it. The reactants are: [F:1][C:2]1[CH:25]=[CH:24][CH:23]=[C:22]([F:26])[C:3]=1[CH2:4][O:5][C:6]1[C:7]2[N:8]([C:13]([C:17]3[CH:18]=[N:19][NH:20][CH:21]=3)=[C:14]([CH3:16])[N:15]=2)[CH:9]=[C:10]([CH3:12])[CH:11]=1.C(=O)([O-])[O-].[Cs+].[Cs+].FC(F)(F)S(O[CH2:39][C:40]([CH3:45])([N+:42]([O-:44])=[O:43])[CH3:41])(=O)=O. (3) Given the product [Cl:27][C:10]1[C:11]2[C:6](=[CH:5][CH:4]=[C:3]([O:2][CH3:1])[CH:12]=2)[C:7]([C:14]2[CH:19]=[CH:18][C:17]([O:20][CH3:21])=[CH:16][CH:15]=2)=[N:8][N:9]=1, predict the reactants needed to synthesize it. The reactants are: [CH3:1][O:2][C:3]1[CH:12]=[C:11]2[C:6]([C:7]([C:14]3[CH:19]=[CH:18][C:17]([O:20][CH3:21])=[CH:16][CH:15]=3)=[N:8][NH:9][C:10]2=O)=[CH:5][CH:4]=1.O.[OH-].[Na+].P(Cl)(Cl)([Cl:27])=O. (4) Given the product [N:8]([C:7]1[CH:9]=[CH:10][C:4]([O:3][CH:2]([F:11])[F:1])=[CH:5][CH:6]=1)=[N+:17]=[N-:18], predict the reactants needed to synthesize it. The reactants are: [F:1][CH:2]([F:11])[O:3][C:4]1[CH:10]=[CH:9][C:7]([NH2:8])=[CH:6][CH:5]=1.Cl.N([O-])=O.[Na+].[N-:17]=[N+:18]=[N-].[Na+].